Dataset: Catalyst prediction with 721,799 reactions and 888 catalyst types from USPTO. Task: Predict which catalyst facilitates the given reaction. (1) Reactant: [CH2:1]([O:8][C:9]1[CH:10]=[C:11]([CH:26]=[CH:27][CH:28]=1)[CH2:12][N:13]1[CH2:18][CH2:17][N:16](C(OC(C)(C)C)=O)[CH2:15][CH2:14]1)[C:2]1[CH:7]=[CH:6][CH:5]=[CH:4][CH:3]=1.[ClH:29].CCOC(C)=O. Product: [ClH:29].[CH2:1]([O:8][C:9]1[CH:10]=[C:11]([CH:26]=[CH:27][CH:28]=1)[CH2:12][N:13]1[CH2:14][CH2:15][NH:16][CH2:17][CH2:18]1)[C:2]1[CH:3]=[CH:4][CH:5]=[CH:6][CH:7]=1. The catalyst class is: 25. (2) The catalyst class is: 72. Reactant: [C-:1]#[N:2].[K+].[Cl-].[NH4+:5].[C:6]1([CH2:12][CH:13]=O)[CH:11]=[CH:10][CH:9]=[CH:8][CH:7]=1.ClCCl. Product: [C:6]1([CH2:12][CH:13]([NH2:5])[C:1]#[N:2])[CH:11]=[CH:10][CH:9]=[CH:8][CH:7]=1. (3) Reactant: C([O:5][C:6]([CH2:8][N:9]1[CH2:17][CH2:16][N:15]([CH2:18][CH:19]([NH:40][CH2:41][C:42]([O:44]C(C)(C)C)=[O:43])[CH2:20][C:21]2[CH:26]=[CH:25][C:24]([NH:27][C:28]3[C:33]4=[N:34][O:35][N:36]=[C:32]4[C:31]([N+:37]([O-:39])=[O:38])=[CH:30][CH:29]=3)=[CH:23][CH:22]=2)[CH2:14][CH2:13][N:12]([CH2:49][C:50]([O:52]C(C)(C)C)=[O:51])[CH2:11][CH2:10]1)=[O:7])(C)(C)C.Cl.CCOCC. Product: [C:50]([CH2:49][N:12]1[CH2:13][CH2:14][N:15]([CH2:18][CH:19]([NH:40][CH2:41][C:42]([OH:44])=[O:43])[CH2:20][C:21]2[CH:26]=[CH:25][C:24]([NH:27][C:28]3[C:33]4=[N:34][O:35][N:36]=[C:32]4[C:31]([N+:37]([O-:39])=[O:38])=[CH:30][CH:29]=3)=[CH:23][CH:22]=2)[CH2:16][CH2:17][N:9]([CH2:8][C:6]([OH:7])=[O:5])[CH2:10][CH2:11]1)([OH:52])=[O:51]. The catalyst class is: 12.